From a dataset of Catalyst prediction with 721,799 reactions and 888 catalyst types from USPTO. Predict which catalyst facilitates the given reaction. (1) Reactant: C([Li])CCC.[Cl:6][C:7]1[CH:12]=[CH:11][C:10]([S:13]([CH2:16][C:17]2[CH:22]=[C:21]([F:23])[CH:20]=[CH:19][C:18]=2[F:24])(=[O:15])=[O:14])=[CH:9][CH:8]=1.[C:25](Cl)(=[O:29])[CH2:26][CH2:27][CH3:28].Cl. Product: [Cl:6][C:7]1[CH:12]=[CH:11][C:10]([S:13]([CH:16]([C:17]2[CH:22]=[C:21]([F:23])[CH:20]=[CH:19][C:18]=2[F:24])[C:25](=[O:29])[CH2:26][CH2:27][CH3:28])(=[O:15])=[O:14])=[CH:9][CH:8]=1. The catalyst class is: 188. (2) Reactant: [C:1]([C:3]1[CH:8]=[CH:7][C:6]([CH2:9][C@@:10]([NH:36][C:37](=[O:49])[C:38]2[CH:43]=[CH:42][C:41]([F:44])=[C:40]([C:45]([F:48])([F:47])[F:46])[CH:39]=2)([C:25]2[CH:30]=[CH:29][C:28]([F:31])=[C:27]([C:32]([F:35])([F:34])[F:33])[CH:26]=2)[C:11]2[CH:16]=[C:15]([O:17][C:18]([F:23])([F:22])[CH:19]([F:21])[F:20])[CH:14]=[C:13]([F:24])[CH:12]=2)=[CH:5][CH:4]=1)#[N:2].[H-].[H-].[H-].[H-].[Li+].[Al+3]. Product: [NH2:2][CH2:1][C:3]1[CH:4]=[CH:5][C:6]([CH2:9][C@@:10]([NH:36][C:37](=[O:49])[C:38]2[CH:43]=[CH:42][C:41]([F:44])=[C:40]([C:45]([F:48])([F:47])[F:46])[CH:39]=2)([C:25]2[CH:30]=[CH:29][C:28]([F:31])=[C:27]([C:32]([F:33])([F:34])[F:35])[CH:26]=2)[C:11]2[CH:16]=[C:15]([O:17][C:18]([F:22])([F:23])[CH:19]([F:20])[F:21])[CH:14]=[C:13]([F:24])[CH:12]=2)=[CH:7][CH:8]=1. The catalyst class is: 1.